Dataset: Reaction yield outcomes from USPTO patents with 853,638 reactions. Task: Predict the reaction yield, written as a fraction of the theoretical maximum amount of product (1.0 means a 100% yield; for example, 0.34 means a 34% yield). The reactants are [Br:1][C:2]1[CH:3]=[C:4]([N:9]2[C:13](=[O:14])[O:12][N:11]=[C:10]2[C:15]2[C:19]([NH:20][CH2:21][CH2:22][OH:23])=[N:18][O:17][N:16]=2)[CH:5]=[CH:6][C:7]=1[F:8].[CH3:24][S:25](Cl)(=[O:27])=[O:26].C(N(CC)CC)C. The catalyst is C(OCC)(=O)C. The product is [CH3:24][S:25]([O:23][CH2:22][CH2:21][NH:20][C:19]1[C:15]([C:10]2[N:9]([C:4]3[CH:5]=[CH:6][C:7]([F:8])=[C:2]([Br:1])[CH:3]=3)[C:13](=[O:14])[O:12][N:11]=2)=[N:16][O:17][N:18]=1)(=[O:27])=[O:26]. The yield is 1.00.